This data is from Full USPTO retrosynthesis dataset with 1.9M reactions from patents (1976-2016). The task is: Predict the reactants needed to synthesize the given product. (1) Given the product [C:1]([C:3]1[C:16](=[O:17])[C@@H:15]([CH3:18])[C@@H:6]2[CH2:7][CH2:8][C:9]3[CH:10]=[N:11][CH:12]=[N:13][C:14]=3[C@@:5]2([C:19]2[CH:20]=[C:21]([CH:25]=[CH:26][CH:27]=2)[C:22]([NH:28][C:29]2[CH:34]=[CH:33][CH:32]=[CH:31][CH:30]=2)=[O:23])[CH:4]=1)#[N:2], predict the reactants needed to synthesize it. The reactants are: [C:1]([C:3]1[C:16](=[O:17])[C@@H:15]([CH3:18])[C@@H:6]2[CH2:7][CH2:8][C:9]3[CH:10]=[N:11][CH:12]=[N:13][C:14]=3[C@@:5]2([C:19]2[CH:20]=[C:21]([CH:25]=[CH:26][CH:27]=2)[C:22](O)=[O:23])[CH:4]=1)#[N:2].[NH2:28][C:29]1[CH:34]=[CH:33][CH:32]=[CH:31][CH:30]=1.CCN(C(C)C)C(C)C.F[P-](F)(F)(F)(F)F.CN([C+](N(C)C)N1C2C=CC=CC=2[N+]([O-])=N1)C. (2) The reactants are: CN(C)C(C1C=CC(N[C:12]2[C:13]3[C:20]([F:21])=[CH:19][N:18]([CH:22]4[CH2:27][CH2:26][N:25]([C:28]([O:30][C:31]([CH3:34])([CH3:33])[CH3:32])=[O:29])[CH2:24][CH2:23]4)[C:14]=3[N:15]=[CH:16][N:17]=2)=C(F)C=1)=O.[F:37][C:38]1[CH:43]=[C:42]([S:44]([CH3:47])(=[O:46])=[O:45])[CH:41]=[CH:40][C:39]=1[OH:48].C(=O)([O-])[O-].[K+].[K+].O. Given the product [F:21][C:20]1[C:13]2[C:12]([O:48][C:39]3[CH:40]=[CH:41][C:42]([S:44]([CH3:47])(=[O:46])=[O:45])=[CH:43][C:38]=3[F:37])=[N:17][CH:16]=[N:15][C:14]=2[N:18]([CH:22]2[CH2:23][CH2:24][N:25]([C:28]([O:30][C:31]([CH3:32])([CH3:34])[CH3:33])=[O:29])[CH2:26][CH2:27]2)[CH:19]=1, predict the reactants needed to synthesize it.